From a dataset of Full USPTO retrosynthesis dataset with 1.9M reactions from patents (1976-2016). Predict the reactants needed to synthesize the given product. (1) Given the product [CH3:5][C:6]1[CH:7]=[CH:8][C:9]2[N+:14]([O-:15])=[N:13][C:12]([OH:2])=[N:11][C:10]=2[CH:17]=1, predict the reactants needed to synthesize it. The reactants are: N([O-])=[O:2].[Na+].[CH3:5][C:6]1[CH:7]=[CH:8][C:9]2[N+:14]([O-:15])=[N:13][C:12](N)=[N:11][C:10]=2[CH:17]=1. (2) Given the product [O:1]1[CH2:6][CH2:5][N:4]([C:7]2[C:8]([CH2:9][OH:10])=[CH:13][CH:14]=[CH:15][N:16]=2)[CH2:3][CH2:2]1, predict the reactants needed to synthesize it. The reactants are: [O:1]1[CH2:6][CH2:5][N:4]([C:7]2[N:16]=[CH:15][CH:14]=[CH:13][C:8]=2[C:9](OC)=[O:10])[CH2:3][CH2:2]1.[H-].[Al+3].[Li+].[H-].[H-].[H-].O.[OH-].[Na+]. (3) Given the product [C:27]([Si:24]([CH3:26])([CH3:25])[O:23][CH:20]1[CH2:21][CH2:22][CH:17]([C:14]2[CH:15]=[CH:16][C:11]([NH2:10])=[C:12]([F:31])[CH:13]=2)[CH2:18][CH2:19]1)([CH3:30])([CH3:29])[CH3:28], predict the reactants needed to synthesize it. The reactants are: C(OC(=O)[NH:10][C:11]1[CH:16]=[CH:15][C:14]([C:17]2[CH2:22][CH2:21][CH:20]([O:23][Si:24]([C:27]([CH3:30])([CH3:29])[CH3:28])([CH3:26])[CH3:25])[CH2:19][CH:18]=2)=[CH:13][C:12]=1[F:31])C1C=CC=CC=1.C(Cl)Cl.